Dataset: Reaction yield outcomes from USPTO patents with 853,638 reactions. Task: Predict the reaction yield, written as a fraction of the theoretical maximum amount of product (1.0 means a 100% yield; for example, 0.34 means a 34% yield). (1) The reactants are [CH:1]1([NH:5][C:6]([C:8]2[N:9]([CH3:24])[C:10]([CH3:23])=[CH:11][C:12](=[O:22])[C:13]=2[O:14]CC2C=CC=CC=2)=[O:7])[CH2:4][CH2:3][CH2:2]1. The catalyst is [Pd].C(O)C. The product is [CH:1]1([NH:5][C:6]([C:8]2[N:9]([CH3:24])[C:10]([CH3:23])=[CH:11][C:12](=[O:22])[C:13]=2[OH:14])=[O:7])[CH2:2][CH2:3][CH2:4]1. The yield is 0.515. (2) The reactants are [C:1]1([C:7]2[CH:12]=[C:11]([C:13]3(O)[CH2:18][CH2:17][O:16][CH2:15][CH2:14]3)[CH:10]=[CH:9][C:8]=2[NH:20][C:21]([C:23]2[NH:24][C:25]([C:28]#[N:29])=[CH:26][N:27]=2)=[O:22])[CH2:6][CH2:5][CH2:4][CH2:3][CH:2]=1.[CH3:30][S:31]([O-:33])=[O:32].[Na+].C(O)(C(F)(F)F)=O. The catalyst is CO. The product is [C:1]1([C:7]2[CH:12]=[C:11]([C:13]3([S:31]([CH3:30])(=[O:33])=[O:32])[CH2:18][CH2:17][O:16][CH2:15][CH2:14]3)[CH:10]=[CH:9][C:8]=2[NH:20][C:21]([C:23]2[NH:24][C:25]([C:28]#[N:29])=[CH:26][N:27]=2)=[O:22])[CH2:6][CH2:5][CH2:4][CH2:3][CH:2]=1. The yield is 0.210. (3) The reactants are [OH:1][CH2:2][C:3]1[CH:16]=[CH:15][C:14]2[O:13][C:12]3[C:7]4=[C:8]([C:17](=[O:20])[NH:18][N:19]=[C:6]4[C:5]=2[CH:4]=1)[CH:9]=[CH:10][CH:11]=3.[CH2:21]([O:28][P:29]([CH2:39][CH2:40]C(O)=O)([O:31][CH2:32][C:33]1[CH:38]=[CH:37][CH:36]=[CH:35][CH:34]=1)=[O:30])[C:22]1[CH:27]=[CH:26][CH:25]=[CH:24][CH:23]=1.C(Cl)CCl. The catalyst is CN(C=O)C.CN(C1C=CN=CC=1)C. The product is [CH2:32]([O:31][P:29]([CH2:39][CH2:40][O:1][CH2:2][C:3]1[CH:16]=[CH:15][C:14]2[O:13][C:12]3[C:7]4=[C:8]([C:17](=[O:20])[NH:18][N:19]=[C:6]4[C:5]=2[CH:4]=1)[CH:9]=[CH:10][CH:11]=3)(=[O:30])[O:28][CH2:21][C:22]1[CH:23]=[CH:24][CH:25]=[CH:26][CH:27]=1)[C:33]1[CH:34]=[CH:35][CH:36]=[CH:37][CH:38]=1. The yield is 0.400.